This data is from Full USPTO retrosynthesis dataset with 1.9M reactions from patents (1976-2016). The task is: Predict the reactants needed to synthesize the given product. (1) The reactants are: [CH2:1]1COC[CH2:2]1.[Li+].C[Si]([N-][Si](C)(C)C)(C)C.[F:16][C:17]1[CH:42]=[CH:41][C:20]([CH2:21][N:22]2[CH2:31][CH2:30][C:29]3[N:25]([CH:26]=[N:27][CH:28]=3)[CH:24]([C:32]3[CH:37]=[CH:36][CH:35]=[CH:34][C:33]=3[O:38][CH3:39])[C:23]2=[O:40])=[CH:19][CH:18]=1.C(I)C. Given the product [CH2:1]([C:24]1([C:32]2[CH:37]=[CH:36][CH:35]=[CH:34][C:33]=2[O:38][CH3:39])[C:23](=[O:40])[N:22]([CH2:21][C:20]2[CH:41]=[CH:42][C:17]([F:16])=[CH:18][CH:19]=2)[CH2:31][CH2:30][C:29]2[N:25]1[CH:26]=[N:27][CH:28]=2)[CH3:2], predict the reactants needed to synthesize it. (2) Given the product [Br-:1].[C:29]([O:31][CH:32]([CH2:33][CH2:34][CH2:35][CH2:36][CH2:37][CH2:38][CH2:39][CH2:40][CH3:41])[CH2:45][N+:46]1[CH:12]=[CH:11][N:48]([CH3:49])[CH:47]=1)(=[O:30])[CH:28]=[CH2:44], predict the reactants needed to synthesize it. The reactants are: [Br:1]CCCCCCCCC[CH2:11][CH2:12]O.C(N(CC)CC)C.CC(=C)C(Cl)=O.C[C:28](=[CH2:44])[C:29]([O:31][CH2:32][CH2:33][CH2:34][CH2:35][CH2:36][CH2:37][CH2:38][CH2:39][CH2:40][CH2:41]CBr)=[O:30].[CH3:45][N:46]1C=[CH:49][N:48]=[CH:47]1.OC1C=CC(O)=CC=1. (3) Given the product [CH2:13]([N:15]1[CH2:20][CH2:19][N:18]([C:2]2[C:11]([CH3:12])=[CH:10][C:9]3[C:4](=[CH:5][CH:6]=[CH:7][CH:8]=3)[N:3]=2)[CH2:17][CH2:16]1)[CH3:14], predict the reactants needed to synthesize it. The reactants are: Cl[C:2]1[C:11]([CH3:12])=[CH:10][C:9]2[C:4](=[CH:5][CH:6]=[CH:7][CH:8]=2)[N:3]=1.[CH2:13]([N:15]1[CH2:20][CH2:19][NH:18][CH2:17][CH2:16]1)[CH3:14]. (4) Given the product [CH2:1]([N:7]([CH2:11][C:12]1[CH:17]=[CH:16][CH:15]=[CH:14][CH:13]=1)[C:8]([NH2:22])=[O:9])[CH2:2][CH2:3][CH2:4][CH2:5][CH3:6], predict the reactants needed to synthesize it. The reactants are: [CH2:1]([N:7]=[C:8]=[O:9])[CH2:2][CH2:3][CH2:4][CH2:5][CH3:6].Cl.[CH2:11](N)[C:12]1[CH:17]=[CH:16][CH:15]=[CH:14][CH:13]=1.C([N:22](C(C)C)CC)(C)C. (5) Given the product [O:13]1[CH2:14][CH:11]([O:10][C:8]2[N:7]([C:15]3[CH:20]=[CH:19][N:18]=[C:17]([NH2:21])[N:16]=3)[C:6]3[CH:22]=[C:2]([C:24]#[C:23][Si:25]([CH3:28])([CH3:27])[CH3:26])[CH:3]=[CH:4][C:5]=3[N:9]=2)[CH2:12]1, predict the reactants needed to synthesize it. The reactants are: Br[C:2]1[CH:3]=[CH:4][C:5]2[N:9]=[C:8]([O:10][CH:11]3[CH2:14][O:13][CH2:12]3)[N:7]([C:15]3[CH:20]=[CH:19][N:18]=[C:17]([NH2:21])[N:16]=3)[C:6]=2[CH:22]=1.[C:23]([Si:25]([CH3:28])([CH3:27])[CH3:26])#[CH:24]. (6) Given the product [Cl:1][C:2]1[CH:3]=[CH:4][C:5]([O:33][CH3:34])=[C:6]([C:8]2[NH:12][N:11]=[CH:10][C:9]=2[NH:21][C:22]([C:24]2[CH:25]=[N:26][N:27]3[CH:32]=[CH:31][CH:30]=[N:29][C:28]=23)=[O:23])[CH:7]=1, predict the reactants needed to synthesize it. The reactants are: [Cl:1][C:2]1[CH:3]=[CH:4][C:5]([O:33][CH3:34])=[C:6]([C:8]2[N:12](COCC[Si](C)(C)C)[N:11]=[CH:10][C:9]=2[NH:21][C:22]([C:24]2[CH:25]=[N:26][N:27]3[CH:32]=[CH:31][CH:30]=[N:29][C:28]=23)=[O:23])[CH:7]=1.Cl. (7) Given the product [Cl:1][C:2]1[CH:3]=[C:4]([C@H:9]([CH2:18][NH:19][CH3:20])[C@H:10]([C:12]2[CH:13]=[CH:14][CH:15]=[CH:16][CH:17]=2)[OH:11])[CH:5]=[CH:6][C:7]=1[Cl:8], predict the reactants needed to synthesize it. The reactants are: [Cl:1][C:2]1[CH:3]=[C:4]([CH:9]([CH2:18][NH:19][CH3:20])[CH:10]([C:12]2[CH:17]=[CH:16][CH:15]=[CH:14][CH:13]=2)[OH:11])[CH:5]=[CH:6][C:7]=1[Cl:8].[OH-].[Na+]. (8) The reactants are: Cl[C:2]1[N:7]=[C:6](Cl)[CH:5]=[CH:4][N:3]=1.C(OC([N:16]([CH3:26])[C:17]1[CH:22]=[CH:21][C:20](B(O)O)=[CH:19][CH:18]=1)=O)(C)(C)C.[CH2:27]([N:29]([CH2:32][CH3:33])[CH2:30][CH3:31])[CH3:28].[OH2:34]. Given the product [CH3:26][NH:16][C:17]1[CH:18]=[CH:19][C:20]([C:6]2[CH:5]=[CH:4][N:3]=[C:2]([NH:16][C:17]3[CH:18]=[CH:19][C:27]([N:29]4[CH2:32][CH2:33][O:34][CH2:31][CH2:30]4)=[CH:28][CH:22]=3)[N:7]=2)=[CH:21][CH:22]=1, predict the reactants needed to synthesize it. (9) Given the product [Br:24][C:25]1[CH:26]=[C:27]([CH:30]=[CH:31][CH:32]=1)[CH2:28][NH:1][C:2]1[N:19]=[CH:18][CH:17]=[CH:16][C:3]=1[C:4]([NH:6][CH2:7][C:8]1[CH:13]=[CH:12][C:11]([F:14])=[C:10]([F:15])[CH:9]=1)=[O:5], predict the reactants needed to synthesize it. The reactants are: [NH2:1][C:2]1[N:19]=[CH:18][CH:17]=[CH:16][C:3]=1[C:4]([NH:6][CH2:7][C:8]1[CH:13]=[CH:12][C:11]([F:14])=[C:10]([F:15])[CH:9]=1)=[O:5].ClCCCl.[Br:24][C:25]1[CH:26]=[C:27]([CH:30]=[CH:31][CH:32]=1)[CH:28]=O.C(O[BH-](OC(=O)C)OC(=O)C)(=O)C.[Na+].